Dataset: Reaction yield outcomes from USPTO patents with 853,638 reactions. Task: Predict the reaction yield, written as a fraction of the theoretical maximum amount of product (1.0 means a 100% yield; for example, 0.34 means a 34% yield). (1) The reactants are [OH:1][CH2:2][C:3]1([C:8]#[N:9])[CH2:7][CH2:6][CH2:5][CH2:4]1.[H-].[Na+].[CH2:12](Br)[C:13]1[CH:18]=[CH:17][CH:16]=[CH:15][CH:14]=1.O. The catalyst is CN(C=O)C.[Cl-].[Na+].O. The product is [CH2:12]([O:1][CH2:2][C:3]1([C:8]#[N:9])[CH2:7][CH2:6][CH2:5][CH2:4]1)[C:13]1[CH:18]=[CH:17][CH:16]=[CH:15][CH:14]=1. The yield is 0.640. (2) The reactants are ClC1N=C(Cl)N=C(Cl)N=1.[Cl:10][C:11]1[CH:12]=[C:13]([C:18]([C@H:20]2[CH2:22][C@@H:21]2[C:23]([NH2:25])=O)=[O:19])[CH:14]=[CH:15][C:16]=1[F:17]. The catalyst is CN(C=O)C. The product is [Cl:10][C:11]1[CH:12]=[C:13]([C:18]([C@H:20]2[CH2:22][C@@H:21]2[C:23]#[N:25])=[O:19])[CH:14]=[CH:15][C:16]=1[F:17]. The yield is 0.930. (3) The reactants are [CH2:1]([N:8]1C(=O)C2[C:11](=[CH:12][C:13]([Cl:19])=[CH:14][CH:15]=2)[N:10]=[C:9]1[CH:20]([N:24]([CH2:33][CH:34](OC)OC)[C:25](=O)[C:26]1[CH:31]=[CH:30][CH:29]=[CH:28][CH:27]=1)[CH:21]([CH3:23])[CH3:22])[C:2]1[CH:7]=[CH:6][CH:5]=[CH:4][CH:3]=1.[C:39]([O-:42])(=O)[CH3:40].[NH4+:43]. The catalyst is C(O)(=O)C. The product is [CH2:1]([N:8]1[C:39](=[O:42])[C:40]2[C:11](=[CH:12][C:13]([Cl:19])=[CH:14][CH:15]=2)[N:10]=[C:9]1[CH:20]([N:24]1[CH:33]=[CH:34][N:43]=[C:25]1[C:26]1[CH:27]=[CH:28][CH:29]=[CH:30][CH:31]=1)[CH:21]([CH3:23])[CH3:22])[C:2]1[CH:7]=[CH:6][CH:5]=[CH:4][CH:3]=1. The yield is 0.230.